Predict the reactants needed to synthesize the given product. From a dataset of Full USPTO retrosynthesis dataset with 1.9M reactions from patents (1976-2016). (1) Given the product [CH3:20][S:21]([C:24]1[CH:25]=[C:26]([NH:30][C:31]([C:33]2[CH:34]=[N:35][N:36]([C:42]3[CH:43]=[CH:44][C:45]([Cl:48])=[CH:46][CH:47]=3)[C:37]=2[C:38]([F:41])([F:39])[F:40])=[O:32])[CH:27]=[CH:28][CH:29]=1)(=[O:23])=[O:22], predict the reactants needed to synthesize it. The reactants are: ClC1C=CC(N2C(C(F)(F)F)=C(C(Cl)=O)C=N2)=CC=1.[CH3:20][S:21]([C:24]1[CH:25]=[C:26]([NH:30][C:31]([C:33]2[CH:34]=[N:35][N:36]([C:42]3[CH:47]=[CH:46][C:45]([Cl:48])=[CH:44][CH:43]=3)[C:37]=2[C:38]([F:41])([F:40])[F:39])=[O:32])[CH:27]=[CH:28][CH:29]=1)(=[O:23])=[O:22].Cl.CS(C1C=C(C=CC=1)N)(=O)=O.C(N(CC)CC)C. (2) Given the product [Br:1][C:2]1[CH:3]=[C:4]2[C:9](=[CH:10][CH:11]=1)[N:8]=[C:7]([NH:25][C:22]1[CH:21]=[CH:20][C:19]([N:13]3[CH2:18][CH2:17][O:16][CH2:15][CH2:14]3)=[CH:24][CH:23]=1)[N:6]=[CH:5]2, predict the reactants needed to synthesize it. The reactants are: [Br:1][C:2]1[CH:3]=[C:4]2[C:9](=[CH:10][CH:11]=1)[N:8]=[C:7](Cl)[N:6]=[CH:5]2.[N:13]1([C:19]2[CH:24]=[CH:23][C:22]([NH2:25])=[CH:21][CH:20]=2)[CH2:18][CH2:17][O:16][CH2:15][CH2:14]1. (3) Given the product [Cl:11][C:12]1[CH:13]=[C:14]([CH:18]=[CH:19][C:20]=1[F:21])[C:15]([NH:2][C:3]1[S:4][CH:5]=[C:6]([C:8]([OH:10])=[O:9])[N:7]=1)=[O:16], predict the reactants needed to synthesize it. The reactants are: Br.[NH2:2][C:3]1[S:4][CH:5]=[C:6]([C:8]([OH:10])=[O:9])[N:7]=1.[Cl:11][C:12]1[CH:13]=[C:14]([CH:18]=[CH:19][C:20]=1[F:21])[C:15](Cl)=[O:16].C(N(C(C)C)CC)(C)C.Cl. (4) Given the product [C:28]([NH:1][CH2:2][C:3]1[CH:4]=[C:5]([C:9]2[CH:10]=[C:11]3[C:15](=[CH:16][CH:17]=2)[NH:14][C:13]2[C:18]([CH3:22])=[N:19][CH:20]=[CH:21][C:12]3=2)[CH:6]=[CH:7][CH:8]=1)(=[O:23])[CH3:29], predict the reactants needed to synthesize it. The reactants are: [NH2:1][CH2:2][C:3]1[CH:4]=[C:5]([C:9]2[CH:10]=[C:11]3[C:15](=[CH:16][CH:17]=2)[NH:14][C:13]2[C:18]([CH3:22])=[N:19][CH:20]=[CH:21][C:12]3=2)[CH:6]=[CH:7][CH:8]=1.[OH2:23].N1[CH:29]=[CH:28]C=CC=1. (5) Given the product [CH:27]1([CH2:31][C:32]([NH:26][C@H:23]2[CH2:22][CH2:21][C@H:20]([CH2:19][CH2:18][N:15]3[CH2:16][CH2:17][CH:12]([C:11]4[C:6]5[CH2:5][CH2:4][O:3][C:7]=5[CH:8]=[CH:9][CH:10]=4)[CH2:13][CH2:14]3)[CH2:25][CH2:24]2)=[O:33])[CH2:30][CH2:29][CH2:28]1, predict the reactants needed to synthesize it. The reactants are: Cl.Cl.[O:3]1[C:7]2[CH:8]=[CH:9][CH:10]=[C:11]([CH:12]3[CH2:17][CH2:16][N:15]([CH2:18][CH2:19][C@H:20]4[CH2:25][CH2:24][C@H:23]([NH2:26])[CH2:22][CH2:21]4)[CH2:14][CH2:13]3)[C:6]=2[CH2:5][CH2:4]1.[CH:27]1([CH2:31][C:32](O)=[O:33])[CH2:30][CH2:29][CH2:28]1.